Dataset: Full USPTO retrosynthesis dataset with 1.9M reactions from patents (1976-2016). Task: Predict the reactants needed to synthesize the given product. (1) Given the product [OH:30][C:24]1([C@@H:15]([C:16]2[CH:17]=[CH:18][C:19]([O:22][CH3:23])=[CH:20][CH:21]=2)[C:14]([OH:31])=[O:32])[CH2:25][CH2:26][CH2:27][CH2:28][CH2:29]1, predict the reactants needed to synthesize it. The reactants are: C([C@H]1COC(=O)N1[C:14](=[O:31])[C@@H:15]([C:24]1([OH:30])[CH2:29][CH2:28][CH2:27][CH2:26][CH2:25]1)[C:16]1[CH:21]=[CH:20][C:19]([O:22][CH3:23])=[CH:18][CH:17]=1)C1C=CC=CC=1.[O:32]1CCCC1.O.OO.O.[OH-].[Li+]. (2) Given the product [F:39][C:36]([F:37])([F:38])[O:35][C:31]1[CH:30]=[C:29]([C:21]([C:17]2[CH:18]=[CH:19][CH:20]=[C:15]([O:14][C:13]([F:41])([F:40])[F:12])[CH:16]=2)=[N:22][S@@:23]([C:25]([CH3:28])([CH3:27])[CH3:26])=[O:24])[CH:34]=[CH:33][CH:32]=1.[C:1]([CH2:2][C:21]([NH:22][S@@:23]([C:25]([CH3:28])([CH3:27])[CH3:26])=[O:24])([C:29]1[CH:34]=[CH:33][CH:32]=[C:31]([O:35][C:36]([F:37])([F:38])[F:39])[CH:30]=1)[C:17]1[CH:18]=[CH:19][CH:20]=[C:15]([O:14][C:13]([F:40])([F:41])[F:12])[CH:16]=1)#[N:3], predict the reactants needed to synthesize it. The reactants are: [C:1](#[N:3])[CH3:2].[Li+].CC([N-]C(C)C)C.[F:12][C:13]([F:41])([F:40])[O:14][C:15]1[CH:16]=[C:17]([C:21]([C:29]2[CH:34]=[CH:33][CH:32]=[C:31]([O:35][C:36]([F:39])([F:38])[F:37])[CH:30]=2)=[N:22][S@@:23]([C:25]([CH3:28])([CH3:27])[CH3:26])=[O:24])[CH:18]=[CH:19][CH:20]=1.[NH4+].[Cl-]. (3) Given the product [CH3:40][O:39][C:37]1[C:36]([O:41][CH2:42][CH2:43][CH2:44][O:45][C:46]2[C:47]([O:73][CH3:74])=[CH:48][C:49]3[C:55](=[O:56])[N:54]4[CH:57]=[C:58](/[CH:60]=[CH:61]/[CH3:62])[CH2:59][C@H:53]4[C:52](=[O:63])[N:51]([CH2:64][O:65][CH2:66][CH2:67][Si:68]([CH3:71])([CH3:70])[CH3:69])[C:50]=3[CH:72]=2)=[CH:35][C:23]2[N:24]([CH2:27][O:28][CH2:29][CH2:30][Si:31]([CH3:34])([CH3:33])[CH3:32])[C:25](=[O:26])[C@@H:19]3[CH2:18][C:17](/[CH:16]=[CH:15]/[CH2:14][NH:13][C:100](=[O:101])[C@@H:99]([NH:98][C:96](=[O:97])[C@@H:95]([NH:94][C:92](=[O:93])[O:91][CH2:90][CH:88]4[C:89]5[CH:77]=[CH:78][CH:79]=[CH:80][C:81]=5[C:82]5[C:87]4=[CH:86][CH:85]=[CH:84][CH:83]=5)[CH:104]([CH3:106])[CH3:105])[CH3:103])=[CH:76][N:20]3[C:21](=[O:75])[C:22]=2[CH:38]=1, predict the reactants needed to synthesize it. The reactants are: Cl.C(N=C=NCCCN(C)C)C.[NH2:13][CH2:14]/[CH:15]=[CH:16]/[C:17]1[CH2:18][C@H:19]2[C:25](=[O:26])[N:24]([CH2:27][O:28][CH2:29][CH2:30][Si:31]([CH3:34])([CH3:33])[CH3:32])[C:23]3[CH:35]=[C:36]([O:41][CH2:42][CH2:43][CH2:44][O:45][C:46]4[C:47]([O:73][CH3:74])=[CH:48][C:49]5[C:55](=[O:56])[N:54]6[CH:57]=[C:58](/[CH:60]=[CH:61]/[CH3:62])[CH2:59][C@H:53]6[C:52](=[O:63])[N:51]([CH2:64][O:65][CH2:66][CH2:67][Si:68]([CH3:71])([CH3:70])[CH3:69])[C:50]=5[CH:72]=4)[C:37]([O:39][CH3:40])=[CH:38][C:22]=3[C:21](=[O:75])[N:20]2[CH:76]=1.[CH:77]1[C:89]2[CH:88]([CH2:90][O:91][C:92]([NH:94][C@@H:95]([CH:104]([CH3:106])[CH3:105])[C:96]([NH:98][C@@H:99]([CH3:103])[C:100](O)=[O:101])=[O:97])=[O:93])[C:87]3[C:82](=[CH:83][CH:84]=[CH:85][CH:86]=3)[C:81]=2[CH:80]=[CH:79][CH:78]=1. (4) Given the product [ClH:27].[F:1][C:2]1[CH:7]=[CH:6][C:5]([S:8]([C:11]2[CH:12]=[C:13]3[C:17](=[CH:18][CH:19]=2)[N:16]([CH3:20])[C:15]2[CH2:21][CH:22]4[NH:26][CH:25]([C:14]3=2)[CH2:24][CH2:23]4)(=[O:9])=[O:10])=[CH:4][CH:3]=1, predict the reactants needed to synthesize it. The reactants are: [F:1][C:2]1[CH:7]=[CH:6][C:5]([S:8]([C:11]2[CH:12]=[C:13]3[C:17](=[CH:18][CH:19]=2)[N:16]([CH3:20])[C:15]2[CH2:21][CH:22]4[NH:26][CH:25]([C:14]3=2)[CH2:24][CH2:23]4)(=[O:10])=[O:9])=[CH:4][CH:3]=1.[ClH:27].